From a dataset of Catalyst prediction with 721,799 reactions and 888 catalyst types from USPTO. Predict which catalyst facilitates the given reaction. (1) Product: [C:18]([O:22][C:23]([N:25]1[CH2:30][CH2:29][C:28](=[CH:31][CH2:32][OH:33])[CH:27]([CH3:36])[CH2:26]1)=[O:24])([CH3:21])([CH3:20])[CH3:19]. Reactant: [H-].C([Al+]CC(C)C)C(C)C.C1(C)C=CC=CC=1.[C:18]([O:22][C:23]([N:25]1[CH2:30][CH2:29][C:28](=[CH:31][C:32](OC)=[O:33])[CH:27]([CH3:36])[CH2:26]1)=[O:24])([CH3:21])([CH3:20])[CH3:19].C(O)C. The catalyst class is: 7. (2) Reactant: CC1C=CC(S(O[CH2:12][CH2:13][CH2:14][CH2:15][C:16]2[C:24]3[C:19](=[CH:20][CH:21]=[C:22]([F:25])[CH:23]=3)[NH:18][CH:17]=2)(=O)=O)=CC=1.[N:26]1([C:32]2[N:37]=[C:36]([C:38]#[N:39])[CH:35]=[CH:34][N:33]=2)[CH2:31][CH2:30][NH:29][CH2:28][CH2:27]1.C(=O)([O-])[O-].[K+].[K+].[I-].[K+]. Product: [F:25][C:22]1[CH:23]=[C:24]2[C:19](=[CH:20][CH:21]=1)[NH:18][CH:17]=[C:16]2[CH2:15][CH2:14][CH2:13][CH2:12][N:29]1[CH2:30][CH2:31][N:26]([C:32]2[N:37]=[C:36]([C:38]#[N:39])[CH:35]=[CH:34][N:33]=2)[CH2:27][CH2:28]1. The catalyst class is: 10. (3) Product: [Cl:1][C:2]1[CH:10]=[CH:9][C:8]([C:11]2[N:12]([C:22]([O:24][C:25]([CH3:27])([CH3:28])[CH3:26])=[O:23])[C:13]3[C:18]([CH:19]=2)=[CH:17][C:16]([CH2:20][NH:37][CH2:36][CH:30]2[CH2:35][CH2:34][CH2:33][CH2:32][CH2:31]2)=[CH:15][CH:14]=3)=[C:7]2[C:3]=1[CH2:4][NH:5][C:6]2=[O:29]. Reactant: [Cl:1][C:2]1[CH:10]=[CH:9][C:8]([C:11]2[N:12]([C:22]([O:24][C:25]([CH3:28])([CH3:27])[CH3:26])=[O:23])[C:13]3[C:18]([CH:19]=2)=[CH:17][C:16]([CH:20]=O)=[CH:15][CH:14]=3)=[C:7]2[C:3]=1[CH2:4][NH:5][C:6]2=[O:29].[CH:30]1([CH2:36][NH2:37])[CH2:35][CH2:34][CH2:33][CH2:32][CH2:31]1.C(O[BH-](OC(=O)C)OC(=O)C)(=O)C.[Na+]. The catalyst class is: 4. (4) The catalyst class is: 499. Product: [OH:33][CH2:30][C:31]([NH:1][CH2:2][CH:3]([OH:29])[CH2:4][O:5][C:6]1[C:11]([CH3:12])=[CH:10][C:9]([C:13]2[N:17]=[C:16]([C:18]3[CH:23]=[CH:22][C:21]([O:24][CH:25]([CH3:26])[CH3:27])=[CH:20][CH:19]=3)[O:15][N:14]=2)=[CH:8][C:7]=1[CH3:28])=[O:32]. Reactant: [NH2:1][CH2:2][CH:3]([OH:29])[CH2:4][O:5][C:6]1[C:11]([CH3:12])=[CH:10][C:9]([C:13]2[N:17]=[C:16]([C:18]3[CH:23]=[CH:22][C:21]([O:24][CH:25]([CH3:27])[CH3:26])=[CH:20][CH:19]=3)[O:15][N:14]=2)=[CH:8][C:7]=1[CH3:28].[C:30](O)(=[O:33])[CH2:31][OH:32].CCN(C(C)C)C(C)C.CN(C(ON1N=NC2C=CC=CC1=2)=[N+](C)C)C.[B-](F)(F)(F)F. (5) Reactant: [CH3:1][C:2]([O:5][C:6]([N:8]1[CH2:13][CH2:12][CH2:11][CH2:10][C@H:9]1[C:14]([OH:16])=O)=[O:7])([CH3:4])[CH3:3].CN([P+](ON1N=NC2C=CC=CC1=2)(N(C)C)N(C)C)C.F[P-](F)(F)(F)(F)F.CCN(C(C)C)C(C)C.[N:53]1([C:62](=[O:71])/[CH:63]=[CH:64]/[C@@H:65]([NH2:70])[CH2:66][CH:67]([CH3:69])[CH3:68])[C:61]2[C:56](=[CH:57][CH:58]=[CH:59][CH:60]=2)[CH2:55][CH2:54]1. Product: [N:53]1([C:62](=[O:71])/[CH:63]=[CH:64]/[C@@H:65]([NH:70][C:14]([C@@H:9]2[CH2:10][CH2:11][CH2:12][CH2:13][N:8]2[C:6]([O:5][C:2]([CH3:1])([CH3:3])[CH3:4])=[O:7])=[O:16])[CH2:66][CH:67]([CH3:69])[CH3:68])[C:61]2[C:56](=[CH:57][CH:58]=[CH:59][CH:60]=2)[CH2:55][CH2:54]1. The catalyst class is: 18. (6) Reactant: [Br:1][C:2]1[C:7]([OH:8])=[CH:6][CH:5]=[CH:4][N:3]=1.Br[CH2:10][CH:11]1[CH2:13][CH2:12]1.C([O-])([O-])=O.[K+].[K+]. Product: [Br:1][C:2]1[C:7]([O:8][CH2:10][CH:11]2[CH2:13][CH2:12]2)=[CH:6][CH:5]=[CH:4][N:3]=1. The catalyst class is: 3. (7) Reactant: C1C=CC2N=C(C3N=CSC=3)NC=2C=1.Cl.[Na].[CH3:17][CH2:18][CH2:19][CH2:20][CH:21]([CH2:24][O:25][C:26]([CH2:28][CH:29]([S:41]([OH:44])(=[O:43])=[O:42])[C:30]([O:32][CH2:33][CH:34]([CH2:37][CH2:38][CH2:39][CH3:40])[CH2:35][CH3:36])=[O:31])=[O:27])[CH2:22][CH3:23]. Product: [CH3:17][CH2:18][CH2:19][CH2:20][CH:21]([CH2:24][O:25][C:26]([CH2:28][CH:29]([S:41]([OH:44])(=[O:43])=[O:42])[C:30]([O:32][CH2:33][CH:34]([CH2:37][CH2:38][CH2:39][CH3:40])[CH2:35][CH3:36])=[O:31])=[O:27])[CH2:22][CH3:23]. The catalyst class is: 6. (8) Reactant: [OH:1][CH:2]1[C:6]2[NH:7][N:8]=[C:9]([C:10]([O:12][CH2:13][CH3:14])=[O:11])[C:5]=2[C@H:4]2[CH2:15][C@@H:3]12.C(=O)([O-])[O-].[Cs+].[Cs+].Br[CH2:23][C:24]([O:26][C:27]([CH3:30])([CH3:29])[CH3:28])=[O:25]. Product: [C:27]([O:26][C:24](=[O:25])[CH2:23][N:8]1[C:9]([C:10]([O:12][CH2:13][CH3:14])=[O:11])=[C:5]2[C@H:4]3[CH2:15][C@H:3]3[CH:2]([OH:1])[C:6]2=[N:7]1)([CH3:30])([CH3:29])[CH3:28]. The catalyst class is: 3. (9) Reactant: [Br:1][C:2]1[CH:7]=[CH:6][C:5]([C:8]2[N:12]([C:13]3[CH:18]=[CH:17][C:16]([Cl:19])=[CH:15][C:14]=3[Cl:20])[N:11]=[C:10]([C:21](Cl)=[O:22])[C:9]=2[CH3:24])=[CH:4][CH:3]=1.[CH3:25][NH:26][O:27][CH3:28].N1C=CC=CC=1.O. Product: [CH3:28][O:27][N:26]([CH3:25])[C:21]([C:10]1[C:9]([CH3:24])=[C:8]([C:5]2[CH:4]=[CH:3][C:2]([Br:1])=[CH:7][CH:6]=2)[N:12]([C:13]2[CH:18]=[CH:17][C:16]([Cl:19])=[CH:15][C:14]=2[Cl:20])[N:11]=1)=[O:22]. The catalyst class is: 4.